This data is from Retrosynthesis with 50K atom-mapped reactions and 10 reaction types from USPTO. The task is: Predict the reactants needed to synthesize the given product. (1) Given the product c1ccc(-c2cnc3[nH]ccc3c2)cc1, predict the reactants needed to synthesize it. The reactants are: Brc1cnc2[nH]ccc2c1.OB(O)c1ccccc1. (2) The reactants are: C#CCN(C(=O)c1ccc(Cl)cc1Cl)C(Cc1ccccc1)C(=O)OC. Given the product C#CCN(C(=O)c1ccc(Cl)cc1Cl)C(Cc1ccccc1)C(=O)O, predict the reactants needed to synthesize it.